Dataset: hERG potassium channel inhibition data for cardiac toxicity prediction from Karim et al.. Task: Regression/Classification. Given a drug SMILES string, predict its toxicity properties. Task type varies by dataset: regression for continuous values (e.g., LD50, hERG inhibition percentage) or binary classification for toxic/non-toxic outcomes (e.g., AMES mutagenicity, cardiotoxicity, hepatotoxicity). Dataset: herg_karim. The drug is CC(C)N1CCN(c2nc(-c3ccc(Cl)cc3Cl)c3c(n2)N(c2c(Cl)cccc2Cl)C(=O)NC3)CC1. The result is 1 (blocker).